This data is from Reaction yield outcomes from USPTO patents with 853,638 reactions. The task is: Predict the reaction yield, written as a fraction of the theoretical maximum amount of product (1.0 means a 100% yield; for example, 0.34 means a 34% yield). The reactants are [O:1]1[C:5]2[CH:6]=[CH:7][C:8]([C:10]3([C:13]([NH:15][C:16]4[N:21]=[C:20]([C:22]5[C:23]([O:28]C)=[N:24][CH:25]=[CH:26][CH:27]=5)[C:19]([CH3:30])=[CH:18][CH:17]=4)=[O:14])[CH2:12][CH2:11]3)=[CH:9][C:4]=2[CH2:3][CH2:2]1.Cl. The catalyst is O1CCOCC1. The product is [O:1]1[C:5]2[CH:6]=[CH:7][C:8]([C:10]3([C:13]([NH:15][C:16]4[CH:17]=[CH:18][C:19]([CH3:30])=[C:20]([C:22]5[C:23](=[O:28])[NH:24][CH:25]=[CH:26][CH:27]=5)[N:21]=4)=[O:14])[CH2:12][CH2:11]3)=[CH:9][C:4]=2[CH2:3][CH2:2]1. The yield is 0.320.